From a dataset of Full USPTO retrosynthesis dataset with 1.9M reactions from patents (1976-2016). Predict the reactants needed to synthesize the given product. Given the product [IH:34].[NH2:10][CH2:11][CH:12]1[CH2:17][CH2:16][CH2:15][CH:14]([N:18]2[C:27]3[C:22](=[CH:23][N:24]=[CH:25][CH:26]=3)[C:21]3=[N:28][O:29][C:30]([CH3:31])=[C:20]3[C:19]2=[O:32])[CH2:13]1, predict the reactants needed to synthesize it. The reactants are: C(OC(=O)[NH:10][CH2:11][CH:12]1[CH2:17][CH2:16][CH2:15][CH:14]([N:18]2[C:27]3[C:22](=[CH:23][N:24]=[CH:25][CH:26]=3)[C:21]3=[N:28][O:29][C:30]([CH3:31])=[C:20]3[C:19]2=[O:32])[CH2:13]1)C1C=CC=CC=1.[I:34][Si](C)(C)C.